From a dataset of Catalyst prediction with 721,799 reactions and 888 catalyst types from USPTO. Predict which catalyst facilitates the given reaction. (1) Reactant: [Br:1]Br.[C:3]1([CH2:9][CH2:10][CH:11]=[O:12])[CH:8]=[CH:7][CH:6]=[CH:5][CH:4]=1.C(=O)(O)[O-].[Na+]. Product: [Br:1][CH:10]([CH2:9][C:3]1[CH:8]=[CH:7][CH:6]=[CH:5][CH:4]=1)[CH:11]=[O:12]. The catalyst class is: 4. (2) Reactant: [CH:1]([C:3]1[CH:12]=[CH:11][C:6]([C:7]([O:9][CH3:10])=[O:8])=[CH:5][N:4]=1)=[O:2].[CH2:13]([Mg]Br)[CH:14]([CH3:16])[CH3:15]. Product: [OH:2][CH:1]([C:3]1[CH:12]=[CH:11][C:6]([C:7]([O:9][CH3:10])=[O:8])=[CH:5][N:4]=1)[CH2:13][CH:14]([CH3:16])[CH3:15]. The catalyst class is: 7. (3) Reactant: [C:1]1([S:7]([N:10]2[C:14]3=[N:15][CH:16]=[CH:17][CH:18]=[C:13]3[CH:12]=[C:11]2[CH:19]([C:21]2[CH:26]=[CH:25][C:24]([S:27][CH3:28])=[C:23]([C:29]([F:32])([F:31])[F:30])[CH:22]=2)[OH:20])(=[O:9])=[O:8])[CH:6]=[CH:5][CH:4]=[CH:3][CH:2]=1.CC(OI1(OC(C)=O)(OC(C)=O)OC(=O)C2C=CC=CC1=2)=O. Product: [C:1]1([S:7]([N:10]2[C:14]3=[N:15][CH:16]=[CH:17][CH:18]=[C:13]3[CH:12]=[C:11]2[C:19]([C:21]2[CH:26]=[CH:25][C:24]([S:27][CH3:28])=[C:23]([C:29]([F:30])([F:32])[F:31])[CH:22]=2)=[O:20])(=[O:9])=[O:8])[CH:6]=[CH:5][CH:4]=[CH:3][CH:2]=1. The catalyst class is: 4. (4) Reactant: [F:1][C:2]([F:32])([F:31])[C:3]1[CH:4]=[C:5]([CH:28]=[CH:29][CH:30]=1)[O:6][C:7]1[CH:8]=[C:9]([C:13]2[S:17][C:16]([NH:18][C:19]3[CH:20]=[C:21]([C:25](=[O:27])[CH3:26])[CH:22]=[CH:23][CH:24]=3)=[N:15][N:14]=2)[CH:10]=[CH:11][CH:12]=1.N(C1C=CC(C(O)=[O:40])=CC=1)N. Product: [C:25]([C:21]1[CH:20]=[C:19]([NH:18][C:16]([NH:15][NH:14][C:13]([C:9]2[CH:10]=[CH:11][CH:12]=[C:7]([O:6][C:5]3[CH:28]=[CH:29][CH:30]=[C:3]([C:2]([F:32])([F:31])[F:1])[CH:4]=3)[CH:8]=2)=[O:40])=[S:17])[CH:24]=[CH:23][CH:22]=1)(=[O:27])[CH3:26]. The catalyst class is: 8. (5) Reactant: Br[C:2]1(Br)[C:10]2[C:5](=[N:6][CH:7]=[CH:8][CH:9]=2)[NH:4][C:3]1=[O:11].C[OH:14]. Product: [NH:4]1[C:5]2=[N:6][CH:7]=[CH:8][CH:9]=[C:10]2[C:2](=[O:14])[C:3]1=[O:11]. The catalyst class is: 6.